The task is: Regression. Given a peptide amino acid sequence and an MHC pseudo amino acid sequence, predict their binding affinity value. This is MHC class II binding data.. This data is from Peptide-MHC class II binding affinity with 134,281 pairs from IEDB. (1) The peptide sequence is FTLGRDGHEKPMNVQ. The MHC is DRB5_0101 with pseudo-sequence DRB5_0101. The binding affinity (normalized) is 0.399. (2) The peptide sequence is LAQEAGNFERISGDL. The MHC is HLA-DQA10501-DQB10201 with pseudo-sequence HLA-DQA10501-DQB10201. The binding affinity (normalized) is 0.418. (3) The peptide sequence is FSNVYLFAKDKSGPL. The MHC is HLA-DPA10201-DPB10501 with pseudo-sequence HLA-DPA10201-DPB10501. The binding affinity (normalized) is 0.398. (4) The peptide sequence is AASLLDEDMDALEEA. The MHC is DRB1_0405 with pseudo-sequence DRB1_0405. The binding affinity (normalized) is 0.326. (5) The peptide sequence is KALSLTNCTTAMLKN. The MHC is DRB1_0101 with pseudo-sequence DRB1_0101. The binding affinity (normalized) is 0.685. (6) The peptide sequence is WMIHTLEALDYKECE. The binding affinity (normalized) is 0.481. The MHC is HLA-DQA10601-DQB10402 with pseudo-sequence HLA-DQA10601-DQB10402.